Dataset: Catalyst prediction with 721,799 reactions and 888 catalyst types from USPTO. Task: Predict which catalyst facilitates the given reaction. (1) Reactant: Cl[C:2]1[C:3]2[N:10]([CH2:11][CH2:12][NH:13][C:14](=[O:20])[O:15][C:16]([CH3:19])([CH3:18])[CH3:17])[CH:9]=[CH:8][C:4]=2[N:5]=[CH:6][N:7]=1.[Cl:21][C:22]1[CH:23]=[C:24]([CH:26]=[CH:27][C:28]=1[O:29][C:30]1[CH:35]=[CH:34][CH:33]=[C:32]([C:36]([F:39])([F:38])[F:37])[CH:31]=1)[NH2:25].C(=O)([O-])O.[Na+]. Product: [Cl:21][C:22]1[CH:23]=[C:24]([NH:25][C:2]2[C:3]3[N:10]([CH2:11][CH2:12][NH:13][C:14](=[O:20])[O:15][C:16]([CH3:19])([CH3:18])[CH3:17])[CH:9]=[CH:8][C:4]=3[N:5]=[CH:6][N:7]=2)[CH:26]=[CH:27][C:28]=1[O:29][C:30]1[CH:35]=[CH:34][CH:33]=[C:32]([C:36]([F:38])([F:39])[F:37])[CH:31]=1. The catalyst class is: 32. (2) Reactant: [NH:1]1[CH:5]=[C:4]([C:6]2[S:10][CH:9]=[C:8]([C:11]([OH:13])=O)[CH:7]=2)[CH:3]=[N:2]1.[F:14][C:15]1([C:23]2[C:28]([CH3:29])=[CH:27][CH:26]=[CH:25][N:24]=2)[CH2:21][CH:20]2[NH:22][CH:17]([CH2:18][CH2:19]2)[CH2:16]1.CN(C(ON1N=NC2C=CC=NC1=2)=[N+](C)C)C.F[P-](F)(F)(F)(F)F.C(N(C(C)C)CC)(C)C.[OH-].[Na+]. Product: [F:14][C:15]1([C:23]2[C:28]([CH3:29])=[CH:27][CH:26]=[CH:25][N:24]=2)[CH2:16][CH:17]2[N:22]([C:11]([C:8]3[CH:7]=[C:6]([C:4]4[CH:5]=[N:1][NH:2][CH:3]=4)[S:10][CH:9]=3)=[O:13])[CH:20]([CH2:19][CH2:18]2)[CH2:21]1. The catalyst class is: 39. (3) Reactant: Cl[C:2]1[C:7]([N+:8]([O-:10])=[O:9])=[CH:6][CH:5]=[C:4]([O:11][CH3:12])[N:3]=1.[CH3:13][O:14][C:15](=[O:20])[CH:16]([CH3:19])[CH2:17][NH2:18].C(=O)([O-])[O-].[K+].[K+]. Product: [CH3:13][O:14][C:15](=[O:20])[CH:16]([CH3:19])[CH2:17][NH:18][C:2]1[C:7]([N+:8]([O-:10])=[O:9])=[CH:6][CH:5]=[C:4]([O:11][CH3:12])[N:3]=1. The catalyst class is: 7. (4) Reactant: [Cl:1][C:2]1[CH:3]=[CH:4][CH:5]=[C:6]2[C:11]=1[N:10]=[C:9]([C:12]([F:21])([F:20])[C:13]1[N:18]=[CH:17][C:16]([F:19])=[CH:15][N:14]=1)[N:8]=[C:7]2O.P(Br)(Br)(Br)=O.CCN(C(C)C)C(C)C.[CH3:37][C:38]1[NH:42][N:41]=[C:40]([NH2:43])[CH:39]=1. Product: [Cl:1][C:2]1[CH:3]=[CH:4][CH:5]=[C:6]2[C:11]=1[N:10]=[C:9]([C:12]([F:21])([F:20])[C:13]1[N:18]=[CH:17][C:16]([F:19])=[CH:15][N:14]=1)[N:8]=[C:7]2[NH:43][C:40]1[CH:39]=[C:38]([CH3:37])[NH:42][N:41]=1. The catalyst class is: 575.